Dataset: Antibody developability classification from SAbDab with 2,409 antibodies. Task: Regression/Classification. Given an antibody's heavy chain and light chain sequences, predict its developability. TAP uses regression for 5 developability metrics; SAbDab uses binary classification. (1) The antibody is ['1tjg', 'PROT_09A57F9F']. Result: 0 (not developable). (2) The antibody is ['EVQLVESGGGLVQPGGSLRLSCAASGFTFTNSYIHWVRQAPGKGLEWVGWITPYGGYTNYADSVKGRFTISADTSKNTAYLQMNSLRAEDTAVYYCARGSGHVNAVKNYGYVMDYWGQGTLVTVSS', 'DIQMTQSPSSLSASVGDRVTITCRASQDVSTAVAWYQQKPGKAPKLLIYSASFLYSGVPSRFSGSGSGTDFTLTISSLQPEDFATYYCQQSYTTPPTFGQGTKVEIK']. Result: 0 (not developable).